From a dataset of Reaction yield outcomes from USPTO patents with 853,638 reactions. Predict the reaction yield, written as a fraction of the theoretical maximum amount of product (1.0 means a 100% yield; for example, 0.34 means a 34% yield). (1) The reactants are Br[C:2]1[C:3]([F:19])=[CH:4][C:5]2[O:11][CH2:10][CH2:9][N:8]3[CH:12]=[C:13]([C:15]([NH2:17])=[O:16])[N:14]=[C:7]3[C:6]=2[CH:18]=1.[CH3:20][C:21]1[C:22]([C:27]([OH:31])([C:29]#[CH:30])[CH3:28])=[N:23][CH:24]=[CH:25][CH:26]=1. No catalyst specified. The product is [F:19][C:3]1[C:2]([C:30]#[C:29][C:27]([OH:31])([C:22]2[C:21]([CH3:20])=[CH:26][CH:25]=[CH:24][N:23]=2)[CH3:28])=[CH:18][C:6]2[C:7]3[N:8]([CH:12]=[C:13]([C:15]([NH2:17])=[O:16])[N:14]=3)[CH2:9][CH2:10][O:11][C:5]=2[CH:4]=1. The yield is 0.0700. (2) The reactants are [CH2:1]([O:3][C:4]1[C:5]([O:19][CH2:20][C:21]2[CH:26]=[CH:25][C:24]([O:27][CH3:28])=[CH:23][CH:22]=2)=[N:6][CH:7]=[C:8](B2OC(C)(C)C(C)(C)O2)[CH:9]=1)[CH3:2].Br[C:30]1[CH:35]=[CH:34][C:33]([CH2:36][C:37]([NH:39][C:40]2[O:44][N:43]=[C:42]([C:45]([CH3:51])([CH3:50])[C:46]([F:49])([F:48])[F:47])[CH:41]=2)=[O:38])=[C:32]([F:52])[CH:31]=1.C([O-])([O-])=O.[Cs+].[Cs+]. The catalyst is O.O1CCOCC1.C1C=CC(P(C2C=CC=CC=2)[C-]2C=CC=C2)=CC=1.C1C=CC(P(C2C=CC=CC=2)[C-]2C=CC=C2)=CC=1.Cl[Pd]Cl.[Fe+2]. The product is [CH2:1]([O:3][C:4]1[CH:9]=[C:8]([C:30]2[CH:35]=[CH:34][C:33]([CH2:36][C:37]([NH:39][C:40]3[O:44][N:43]=[C:42]([C:45]([CH3:50])([CH3:51])[C:46]([F:49])([F:48])[F:47])[CH:41]=3)=[O:38])=[C:32]([F:52])[CH:31]=2)[CH:7]=[N:6][C:5]=1[O:19][CH2:20][C:21]1[CH:22]=[CH:23][C:24]([O:27][CH3:28])=[CH:25][CH:26]=1)[CH3:2]. The yield is 0.230. (3) The catalyst is O1CCCC1. The reactants are C[O:2][C:3](=[O:30])[C:4]1[CH:9]=[CH:8][C:7]([NH:10][C:11](=[O:29])[CH:12]([C:19]2[CH:24]=[CH:23][C:22]([S:25]([CH3:28])(=[O:27])=[O:26])=[CH:21][CH:20]=2)[CH2:13][CH:14]2[CH2:18][CH2:17][CH2:16][CH2:15]2)=[N:6][CH:5]=1.[OH-].[Li+]. The product is [CH:14]1([CH2:13][CH:12]([C:19]2[CH:24]=[CH:23][C:22]([S:25]([CH3:28])(=[O:27])=[O:26])=[CH:21][CH:20]=2)[C:11]([NH:10][C:7]2[CH:8]=[CH:9][C:4]([C:3]([OH:30])=[O:2])=[CH:5][N:6]=2)=[O:29])[CH2:18][CH2:17][CH2:16][CH2:15]1. The yield is 0.700. (4) The reactants are [NH2:1][C:2]1[CH:3]=[C:4]([CH2:7][CH2:8][C:9]2[CH:10]=[C:11]([CH:14]=[CH:15][CH:16]=2)[C:12]#[N:13])[NH:5][N:6]=1.Cl[C:18]1[CH:23]=[CH:22][N:21]=[C:20]([NH:24][CH2:25][C:26]2[O:30][N:29]=[C:28]([CH3:31])[CH:27]=2)[N:19]=1. The catalyst is C(O)C. The product is [CH3:31][C:28]1[CH:27]=[C:26]([CH2:25][NH:24][C:20]2[N:21]=[C:22]([NH:1][C:2]3[CH:3]=[C:4]([CH2:7][CH2:8][C:9]4[CH:10]=[C:11]([CH:14]=[CH:15][CH:16]=4)[C:12]#[N:13])[NH:5][N:6]=3)[CH:23]=[CH:18][N:19]=2)[O:30][N:29]=1. The yield is 0.745. (5) The reactants are [Br:1][C:2]1[CH:3]=[CH:4][C:5]([O:36][CH3:37])=[C:6]([S:8]([NH:11][C@H:12]2[CH2:16][N:15]([C:17]([O:19][C:20]([CH3:23])([CH3:22])[CH3:21])=[O:18])[C@@H:14]([CH2:24][N:25]3C(=O)C4C(=CC=CC=4)C3=O)[CH2:13]2)(=[O:10])=[O:9])[CH:7]=1.O.NN. The catalyst is CCO. The product is [NH2:25][CH2:24][C@H:14]1[CH2:13][C@@H:12]([NH:11][S:8]([C:6]2[CH:7]=[C:2]([Br:1])[CH:3]=[CH:4][C:5]=2[O:36][CH3:37])(=[O:10])=[O:9])[CH2:16][N:15]1[C:17]([O:19][C:20]([CH3:23])([CH3:22])[CH3:21])=[O:18]. The yield is 1.01. (6) The reactants are [Br-].[N+:2]([C:5]1[CH:18]=[CH:17][C:8]([CH2:9][N:10]2[CH:15]=[CH:14][CH:13]=[CH:12][C:11]2=[NH2+:16])=[CH:7][CH:6]=1)([O-:4])=[O:3].CN1CCCC1=O.[F:26][C:27]([F:38])([F:37])[C:28](O[C:28](=O)[C:27]([F:38])([F:37])[F:26])=O.C(N(CC)CC)C. The catalyst is [OH-].[Na+]. The product is [N+:2]([C:5]1[CH:6]=[CH:7][C:8]([C:9]2[N:10]3[CH:15]=[CH:14][CH:13]=[CH:12][C:11]3=[N:16][C:28]=2[C:27]([F:38])([F:37])[F:26])=[CH:17][CH:18]=1)([O-:4])=[O:3]. The yield is 0.740. (7) The reactants are [Cl:1][C:2]1[CH:18]=[CH:17][C:5]([O:6][C:7]2[CH:12]=[N:11][CH:10]=[C:9]3[S:13][C:14]([NH2:16])=[CH:15][C:8]=23)=[CH:4][CH:3]=1.[CH3:19][N:20]=[C:21]=[S:22]. The catalyst is N1C=CC=CC=1. The product is [Cl:1][C:2]1[CH:18]=[CH:17][C:5]([O:6][C:7]2[CH:12]=[N:11][CH:10]=[C:9]3[S:13][C:14]([NH:16][C:21]([NH:20][CH3:19])=[S:22])=[CH:15][C:8]=23)=[CH:4][CH:3]=1. The yield is 0.581. (8) The reactants are [I:1][C:2]1[CH:11]=[CH:10][C:5]([C:6]([O:8]C)=O)=[C:4]([NH:12][C:13](=[O:20])[CH2:14][CH2:15][C:16]([O:18][CH3:19])=[O:17])[CH:3]=1.CC([O-])(C)C.[K+].O.Cl. The catalyst is C1COCC1. The product is [I:1][C:2]1[CH:11]=[CH:10][C:5]2[C:6](=[O:8])[CH:15]([C:16]([O:18][CH3:19])=[O:17])[CH2:14][C:13](=[O:20])[NH:12][C:4]=2[CH:3]=1. The yield is 0.970. (9) The reactants are Br[C:2]1[C:7](=[O:8])[N:6]([CH2:9][C:10]2[CH:15]=[CH:14][C:13]([C:16]3[C:17]([C:22]#[N:23])=[CH:18][CH:19]=[CH:20][CH:21]=3)=[CH:12][CH:11]=2)[C:5]([CH2:24][CH2:25][CH2:26][CH3:27])=[N:4][C:3]=1[CH3:28].[CH3:29][N:30]1[CH:34]=[C:33](B2OC(C)(C)C(C)(C)O2)[CH:32]=[N:31]1.C(=O)([O-])[O-].[Cs+].[Cs+]. The catalyst is O1CCOCC1.C(OCC)(=O)C.C1C=CC(P(C2C=CC=CC=2)[C-]2C=CC=C2)=CC=1.C1C=CC(P(C2C=CC=CC=2)[C-]2C=CC=C2)=CC=1.Cl[Pd]Cl.[Fe+2]. The product is [CH2:24]([C:5]1[N:6]([CH2:9][C:10]2[CH:15]=[CH:14][C:13]([C:16]3[C:17]([C:22]#[N:23])=[CH:18][CH:19]=[CH:20][CH:21]=3)=[CH:12][CH:11]=2)[C:7](=[O:8])[C:2]([C:33]2[CH:32]=[N:31][N:30]([CH3:29])[CH:34]=2)=[C:3]([CH3:28])[N:4]=1)[CH2:25][CH2:26][CH3:27]. The yield is 0.430.